From a dataset of NCI-60 drug combinations with 297,098 pairs across 59 cell lines. Regression. Given two drug SMILES strings and cell line genomic features, predict the synergy score measuring deviation from expected non-interaction effect. (1) Drug 1: C1CC(C1)(C(=O)O)C(=O)O.[NH2-].[NH2-].[Pt+2]. Drug 2: CC1=C(C(=O)C2=C(C1=O)N3CC4C(C3(C2COC(=O)N)OC)N4)N. Cell line: HOP-62. Synergy scores: CSS=54.7, Synergy_ZIP=6.20, Synergy_Bliss=6.79, Synergy_Loewe=-33.0, Synergy_HSA=5.66. (2) Drug 1: CC1=C2C(C(=O)C3(C(CC4C(C3C(C(C2(C)C)(CC1OC(=O)C(C(C5=CC=CC=C5)NC(=O)C6=CC=CC=C6)O)O)OC(=O)C7=CC=CC=C7)(CO4)OC(=O)C)O)C)OC(=O)C. Drug 2: N.N.Cl[Pt+2]Cl. Cell line: OVCAR-5. Synergy scores: CSS=77.9, Synergy_ZIP=-2.24, Synergy_Bliss=-3.11, Synergy_Loewe=-1.19, Synergy_HSA=1.75. (3) Drug 1: CC12CCC3C(C1CCC2=O)CC(=C)C4=CC(=O)C=CC34C. Drug 2: C1=NC2=C(N1)C(=S)N=C(N2)N. Cell line: OVCAR-8. Synergy scores: CSS=51.3, Synergy_ZIP=-2.41, Synergy_Bliss=-1.78, Synergy_Loewe=-7.92, Synergy_HSA=-0.209. (4) Drug 1: CC1=C(C=C(C=C1)NC2=NC=CC(=N2)N(C)C3=CC4=NN(C(=C4C=C3)C)C)S(=O)(=O)N.Cl. Drug 2: CCC1(CC2CC(C3=C(CCN(C2)C1)C4=CC=CC=C4N3)(C5=C(C=C6C(=C5)C78CCN9C7C(C=CC9)(C(C(C8N6C)(C(=O)OC)O)OC(=O)C)CC)OC)C(=O)OC)O.OS(=O)(=O)O. Cell line: T-47D. Synergy scores: CSS=37.7, Synergy_ZIP=-2.27, Synergy_Bliss=5.77, Synergy_Loewe=-17.9, Synergy_HSA=5.36. (5) Drug 1: C1=CN(C(=O)N=C1N)C2C(C(C(O2)CO)O)O.Cl. Drug 2: C1=NC(=NC(=O)N1C2C(C(C(O2)CO)O)O)N. Cell line: M14. Synergy scores: CSS=25.7, Synergy_ZIP=-5.35, Synergy_Bliss=-3.78, Synergy_Loewe=-16.7, Synergy_HSA=-9.68. (6) Drug 1: COC1=C(C=C2C(=C1)N=CN=C2NC3=CC(=C(C=C3)F)Cl)OCCCN4CCOCC4. Drug 2: C1=C(C(=O)NC(=O)N1)N(CCCl)CCCl. Cell line: OVCAR3. Synergy scores: CSS=33.4, Synergy_ZIP=-13.9, Synergy_Bliss=-7.96, Synergy_Loewe=-8.62, Synergy_HSA=-2.13.